This data is from NCI-60 drug combinations with 297,098 pairs across 59 cell lines. The task is: Regression. Given two drug SMILES strings and cell line genomic features, predict the synergy score measuring deviation from expected non-interaction effect. Drug 1: CC1=CC2C(CCC3(C2CCC3(C(=O)C)OC(=O)C)C)C4(C1=CC(=O)CC4)C. Drug 2: C1C(C(OC1N2C=NC(=NC2=O)N)CO)O. Cell line: SK-MEL-2. Synergy scores: CSS=14.0, Synergy_ZIP=-4.46, Synergy_Bliss=-0.340, Synergy_Loewe=-24.9, Synergy_HSA=-2.61.